The task is: Predict the product of the given reaction.. This data is from Forward reaction prediction with 1.9M reactions from USPTO patents (1976-2016). (1) Given the reactants [NH2:1][C:2]1[N:3]=[CH:4][C:5]([C:18]2[CH:25]=[CH:24][C:21]([CH:22]=O)=[CH:20][CH:19]=2)=[N:6][C:7]=1[NH:8][CH2:9][C:10]1[C:15]([Cl:16])=[CH:14][CH:13]=[CH:12][C:11]=1[Cl:17].[NH2:26][CH:27]1[CH2:32][CH2:31][N:30]([C:33]([O:35][C:36]([CH3:39])([CH3:38])[CH3:37])=[O:34])[C@@H:29]([C:40]([O:42][C:43]([CH3:46])([CH3:45])[CH3:44])=[O:41])[CH2:28]1, predict the reaction product. The product is: [NH2:1][C:2]1[N:3]=[CH:4][C:5]([C:18]2[CH:25]=[CH:24][C:21]([CH2:22][NH:26][CH:27]3[CH2:32][CH2:31][N:30]([C:33]([O:35][C:36]([CH3:37])([CH3:38])[CH3:39])=[O:34])[C@@H:29]([C:40]([O:42][C:43]([CH3:46])([CH3:45])[CH3:44])=[O:41])[CH2:28]3)=[CH:20][CH:19]=2)=[N:6][C:7]=1[NH:8][CH2:9][C:10]1[C:11]([Cl:17])=[CH:12][CH:13]=[CH:14][C:15]=1[Cl:16]. (2) Given the reactants [C:1]([N:5]1[C:9]([CH2:10][CH2:11][CH3:12])=[CH:8][C:7]([CH2:13][CH2:14][CH:15]=O)=[N:6]1)([CH3:4])([CH3:3])[CH3:2].[C:17]1([N:23]2[CH2:28][CH2:27][NH:26][CH2:25][CH2:24]2)[CH:22]=[CH:21][CH:20]=[CH:19][CH:18]=1.CCN(C(C)C)C(C)C.[BH-](OC(C)=O)(OC(C)=O)OC(C)=O.[Na+], predict the reaction product. The product is: [C:1]([N:5]1[C:9]([CH2:10][CH2:11][CH3:12])=[CH:8][C:7]([CH2:13][CH2:14][CH2:15][N:26]2[CH2:27][CH2:28][N:23]([C:17]3[CH:22]=[CH:21][CH:20]=[CH:19][CH:18]=3)[CH2:24][CH2:25]2)=[N:6]1)([CH3:4])([CH3:3])[CH3:2].